Dataset: Antibody developability classification from SAbDab with 2,409 antibodies. Task: Regression/Classification. Given an antibody's heavy chain and light chain sequences, predict its developability. TAP uses regression for 5 developability metrics; SAbDab uses binary classification. (1) The antibody is ['EVKLVESGGDLVKPGGSLKLSCAASGFTFSGYGMSWVRQTPDKRLEWVATITSGGTYTYYPDSVKGRFTISRDNAKNTLYLQIDSLKSEDTAIYFCARSLAGNAMDYWGQGTSVTVSS', 'DIVMTQSPATLSVTPGDRVSLSCRASQTISDYLHWYQQKSHESPRLLIKFASQSISGIPSRFSGSGSGSDFTLSINSVEPEDVGVYYCQNGHGFPRTFGGGTKLEIK']. Result: 0 (not developable). (2) The antibody is ['1n8z', 'DIQMTQSPSSLSASVGDRVTITCRASQDIPRSISGYVAWYQQKPGKAPKLLIYWGSYLYSGVPSRFSGSGSGTDFTLTISSLQPEDFATYYCQQHYTTPPTFGQGTKVEIK']. Result: 0 (not developable). (3) The antibody is ['QLQQSGPELVKPGASVKISCKASGYTFTDFNMHWVKQSHGKSLEWIGYIYPYNGITGQNQKFKSKATLTVDNSSSSAYMELRSLTSEDSAVYYCARERFGVGNNYAWFTYWGQGTLVTVSS', 'DIQMTQSPASLSVSVGETVTITCRASENIYSNLVWYQQKQGKSPQVLVYAATNLPDGVPSRFSGSGSGTQYSLKINSLQSEDSGSYYCQHFWETPFTFGSGTKLEIK']. Result: 0 (not developable). (4) The antibody is ['AVQLAESGPALVAPSQALSITCTVAGFSLTAYGVAWVRQPPGAGLEWLGAIWAAGATDYNAALKSRASIAKDNSKSQVFLAMASLATADTAAYYCAREWDAYGDYWGQGTTVTVSA', 'DIVLTQSPAALSAAAGATVAATCRASGNIHNALAWYQQKAGKSPQLLVYAAAALAAGVPSRFSGSGSGTAYALAINSLAADDFGAYYCQHFWSTPYTFGGGTKLEIK']. Result: 0 (not developable). (5) The antibody is ['DVKLVESGGGLVKPGGSLRLSCAASGFTFRNYGMSWVRQTPEKRLEWVAAISGNSLYTSYPDSVKGRFTISRDNAKNNLYLQMSSLRSEDTALYFCARHDDYGKSPYFFDVWGAGTTVTASS', 'DVLMTQSPLSLPVSLGDQASISCRCSQSIVKSNGHTYLEWYLQKPGKSPKLLIYKVSNRFSGVPDRFSGSGSGTDFTLRISRVEAEDLGVYYCFQGSHIPWTFGGGTKLESK']. Result: 0 (not developable). (6) The antibody is ['DVQLVESGGGLVQPGGSRKLSCAASGFTFSGFGMHWVRQAPEKGLEWVAYISSGSSLIYYADTVKGRFTISRDNPKNTLFLQMTSLRSEDTAMYFCATSLYYGTPWFAYWGQGTLVTVSA', 'DIVLTQSPAIMSASPGEKVTMTCSASSSVTYMYWYQQKPGSSPRLLIYDTSNLASGVPVRFSGSGSGTSYSLTISRMEAEDAATFYCQQWSSYPLTFGAGTKLELK']. Result: 0 (not developable). (7) The antibody is ['EVQLQQSGPELVKPGASVKMSCKASGYTFTDYYMHWVKQSHGKSLEWIGYFYPNNGGDGYNQKFKGKATLTIDKSSSTAYMELRSLTSEDSAVYYCARGGDWYFDVWGAGTTVTVSS', 'ETTVTQSPASLSMAIGEKVTIRCITSTDIDDDMNWYQQKPGEPPKLLISEGNTLRPGVPSRFSSSGFDTDFVFTIENMLSEDAADYYCLQSDNSPFTFGGGTKLQIK']. Result: 0 (not developable). (8) The antibody is ['EVQLVESGGGLVQPGGSLRLSCAASGFNVSSSSIHWVRQAPGKGLEWVASISSYYGYTSYADSVKGRFTISADTSKNTAYLQMNSLRAEDTAVYYCARSYSWSYAIDYWGQGTLVTVSS', 'DIQMTQSPSSLSASVGDRVTITCRASQSVSSAVAWYQQKPGKAPKLLIYSASSLYSGVPSRFSGSGSGTDFTLTISSLQPEDFATYYCQQYFYWPITFGQGTKVEIK']. Result: 0 (not developable). (9) The antibody is ['EVHLVESGGDLVKPGGSLKLSCAASGFTFSHYGMSWVRQTPDKRLEWVATIGSRGTYTHYPDSVKGRFTISRDNDKNALYLQMNSLKSEDTAMYYCARRSEFYYYGNTYYYSAMDYWGQGASVTVSS', 'DIVLTQSPASLAVSLGQRATISCRASESVDNYGFSFMNWFQQKPGQPPKLLIYAISNRGSGVPARFSGSGSGTDFSLNIHPVEEDDPAMYFCQQTKEVPWTFGGGTKLEIK']. Result: 1 (developable).